Dataset: Forward reaction prediction with 1.9M reactions from USPTO patents (1976-2016). Task: Predict the product of the given reaction. (1) Given the reactants F[C:2](F)(F)[C:3]([OH:5])=O.[CH3:8][O:9][CH2:10][N:11]1[C:15]([CH2:16][N:17]2[C:22]3[CH:23]=[C:24]([C:26]4[CH:31]=[CH:30][CH:29]=[CH:28][CH:27]=4)[S:25]C=3C(=O)[N:19](C3CCNCC3)[C:18]2=[O:39])=[N:14][N:13]=[N:12]1.[CH2:40]([O:42][C:43]1[C:52]([O:53][CH3:54])=[CH:51][C:50]2[C:49]([C:55]3[CH:63]=[CH:62][C:58]([C:59](O)=[O:60])=[CH:57][CH:56]=3)=[N:48][C@@H:47]3[CH2:64][CH2:65][S:66][CH2:67][C@@H:46]3[C:45]=2[CH:44]=1)[CH3:41].[B-](F)(F)(F)F.CCOC(C(C#N)=NOC(N(C)C)=[N+](C)C)=O.[CH:90]1[CH:95]=[N:94][C:93]2N(O)N=N[C:92]=2[CH:91]=1.CCN(C(C)C)C(C)C, predict the reaction product. The product is: [CH2:40]([O:42][C:43]1[C:52]([O:53][CH3:54])=[CH:51][C:50]2[C:49]([C:55]3[CH:63]=[CH:62][C:58]([C:59]([N:94]4[CH2:95][CH2:90][CH:91]([N:19]5[C:3](=[O:5])[C:2]6[S:25][C:24]([C:26]7[CH:31]=[CH:30][CH:29]=[CH:28][CH:27]=7)=[CH:23][C:22]=6[N:17]([CH2:16][C:15]6[N:11]([CH2:10][O:9][CH3:8])[N:12]=[N:13][N:14]=6)[C:18]5=[O:39])[CH2:92][CH2:93]4)=[O:60])=[CH:57][CH:56]=3)=[N:48][C@@H:47]3[CH2:64][CH2:65][S:66][CH2:67][C@@H:46]3[C:45]=2[CH:44]=1)[CH3:41]. (2) Given the reactants [NH2:1][CH2:2][C@@H:3]1[C@H:8]([CH3:9])[CH2:7][CH2:6][CH2:5][N:4]1[C:10]([C:12]1[CH:17]=[C:16]([F:18])[CH:15]=[CH:14][C:13]=1[N:19]1[N:23]=[CH:22][CH:21]=[N:20]1)=[O:11].Cl[C:25]1[N:30]=[CH:29][C:28]([C:31]([F:34])([F:33])[F:32])=[CH:27][N:26]=1, predict the reaction product. The product is: [F:18][C:16]1[CH:15]=[CH:14][C:13]([N:19]2[N:23]=[CH:22][CH:21]=[N:20]2)=[C:12]([C:10]([N:4]2[CH2:5][CH2:6][CH2:7][C@@H:8]([CH3:9])[C@H:3]2[CH2:2][NH:1][C:25]2[N:30]=[CH:29][C:28]([C:31]([F:34])([F:33])[F:32])=[CH:27][N:26]=2)=[O:11])[CH:17]=1. (3) The product is: [NH2:44][C:42]1[CH:41]=[CH:40][C:38]2[N:39]=[C:35]([C:29]3[CH:28]=[C:27]([C:18]4[C:19]([N:21]([CH3:26])[S:22]([CH3:25])(=[O:24])=[O:23])=[CH:20][C:10]5[O:9][C:8]([C:5]6[CH:4]=[CH:3][C:2]([F:1])=[CH:7][CH:6]=6)=[C:12]([C:13]([NH:15][CH3:16])=[O:14])[C:11]=5[CH:17]=4)[CH:32]=[CH:31][C:30]=3[O:33][CH3:34])[O:36][C:37]=2[CH:43]=1. Given the reactants [F:1][C:2]1[CH:7]=[CH:6][C:5]([C:8]2[O:9][C:10]3[CH:20]=[C:19]([N:21]([CH3:26])[S:22]([CH3:25])(=[O:24])=[O:23])[C:18]([C:27]4[CH:32]=[CH:31][C:30]([O:33][CH3:34])=[C:29]([C:35]5[O:36][C:37]6[CH:43]=[C:42]([N+:44]([O-])=O)[CH:41]=[CH:40][C:38]=6[N:39]=5)[CH:28]=4)=[CH:17][C:11]=3[C:12]=2[C:13]([NH:15][CH3:16])=[O:14])=[CH:4][CH:3]=1, predict the reaction product. (4) Given the reactants C(SCCN1CCN([CH2:23][CH:24]([OH:32])[CH2:25][C:26]2[CH:31]=[CH:30][CH:29]=[CH:28][CH:27]=2)CC1)(C1C=CC=CC=1)C1C=CC=CC=1.[F:33][C:34]1[CH:39]=[CH:38][C:37]([CH:40]([C:50]2[CH:55]=[CH:54][C:53]([F:56])=[CH:52][CH:51]=2)[S:41][CH2:42][CH2:43][N:44]2[CH2:49][CH2:48][NH:47][CH2:46][CH2:45]2)=[CH:36][CH:35]=1, predict the reaction product. The product is: [F:33][C:34]1[CH:35]=[CH:36][C:37]([CH:40]([C:50]2[CH:51]=[CH:52][C:53]([F:56])=[CH:54][CH:55]=2)[S:41][CH2:42][CH2:43][N:44]2[CH2:49][CH2:48][N:47]([CH2:23][CH:24]([OH:32])[CH2:25][C:26]3[CH:31]=[CH:30][CH:29]=[CH:28][CH:27]=3)[CH2:46][CH2:45]2)=[CH:38][CH:39]=1. (5) The product is: [CH2:1]([O:5][C:6](=[O:20])[CH2:7][CH2:8][C:9]1[CH:14]=[CH:13][C:12]([C:15]([F:17])([F:18])[F:16])=[C:11]([Cl:19])[CH:10]=1)[CH2:2][CH2:3][CH3:4]. Given the reactants [CH2:1]([O:5][C:6](=[O:20])[CH:7]=[CH:8][C:9]1[CH:14]=[CH:13][C:12]([C:15]([F:18])([F:17])[F:16])=[C:11]([Cl:19])[CH:10]=1)[CH2:2][CH2:3][CH3:4].C, predict the reaction product. (6) Given the reactants [OH:1][C:2]1[CH:3]=[C:4]2[C:9](=[CH:10][CH:11]=1)[CH:8]=[C:7]([B:12]1[O:20][C:17]([CH3:19])([CH3:18])[C:14]([CH3:16])([CH3:15])[O:13]1)[CH:6]=[CH:5]2.CCN([CH2:26][CH3:27])CC, predict the reaction product. The product is: [O:1]([C:2]1[CH:3]=[C:4]2[C:9](=[CH:10][CH:11]=1)[CH:8]=[C:7]([B:12]1[O:20][C:17]([CH3:19])([CH3:18])[C:14]([CH3:15])([CH3:16])[O:13]1)[CH:6]=[CH:5]2)[C:27]1[CH:26]=[CH:10][CH:11]=[CH:2][CH:3]=1. (7) Given the reactants [NH2:1][NH:2][C:3](=[NH:14])[C:4]1[C:9]([C:10]([F:13])([F:12])[F:11])=[CH:8][CH:7]=[N:6][CH:5]=1.[F:15][C:16]1[CH:23]=[CH:22][CH:21]=[CH:20][C:17]=1[CH:18]=O, predict the reaction product. The product is: [F:15][C:16]1[CH:23]=[CH:22][CH:21]=[CH:20][C:17]=1[C:18]1[NH:1][N:2]=[C:3]([C:4]2[CH:5]=[N:6][CH:7]=[CH:8][C:9]=2[C:10]([F:11])([F:12])[F:13])[N:14]=1.